From a dataset of Reaction yield outcomes from USPTO patents with 853,638 reactions. Predict the reaction yield, written as a fraction of the theoretical maximum amount of product (1.0 means a 100% yield; for example, 0.34 means a 34% yield). (1) The reactants are CN1CC(=O)OB([C:11]2[CH:16]=[C:15]([O:17][C:18]([F:21])([F:20])[F:19])[CH:14]=[CH:13][C:12]=2[O:22][C@H:23]([CH2:25][CH:26]=[CH2:27])[CH3:24])OC(=O)C1.[CH2:29]([O:32][C:33]1([CH3:67])[CH2:38][CH2:37][N:36]([C:39]2[N:44]3[CH:45]=[C:46]([C:48]4[CH:53]=[CH:52][CH:51]=[C:50](Br)[CH:49]=4)[N:47]=[C:43]3[C:42]([CH3:55])=[C:41]([CH3:56])[C:40]=2[C@H:57]([O:62][C:63]([CH3:66])([CH3:65])[CH3:64])[C:58]([O:60][CH3:61])=[O:59])[CH2:35][CH2:34]1)[CH:30]=[CH2:31].C(OC1(C)CCN(C2N3C=C(C4C=C(C5C=C(F)C(F)=CC=5O[C@H](CC=C)C)C=CC=4)N=C3C(C)=C(C)C=2[C@H](OC(C)(C)C)C(OC)=O)CC1)C=C. No catalyst specified. The product is [CH2:29]([O:32][C:33]1([CH3:67])[CH2:34][CH2:35][N:36]([C:39]2[N:44]3[CH:45]=[C:46]([C:48]4[CH:49]=[C:50]([C:11]5[CH:16]=[C:15]([O:17][C:18]([F:19])([F:20])[F:21])[CH:14]=[CH:13][C:12]=5[O:22][C@H:23]([CH2:25][CH:26]=[CH2:27])[CH3:24])[CH:51]=[CH:52][CH:53]=4)[N:47]=[C:43]3[C:42]([CH3:55])=[C:41]([CH3:56])[C:40]=2[C@H:57]([O:62][C:63]([CH3:66])([CH3:65])[CH3:64])[C:58]([O:60][CH3:61])=[O:59])[CH2:37][CH2:38]1)[CH:30]=[CH2:31]. The yield is 0.920. (2) The reactants are [C:1]([C:4]1[CH:11]=[CH:10][CH:9]=[CH:8][C:5]=1[CH:6]=[O:7])([OH:3])=O.[CH3:12][CH:13]([CH2:18][C:19]([CH3:22])([CH3:21])[CH3:20])[CH2:14][PH:15](=[O:17])[OH:16]. The catalyst is C1(C)C(C)=CC=CC=1. The product is [O:3]=[C:1]1[C:4]2[C:5](=[CH:8][CH:9]=[CH:10][CH:11]=2)[CH:6]([P:15]([CH2:14][CH:13]([CH3:12])[CH2:18][C:19]([CH3:22])([CH3:21])[CH3:20])(=[O:16])[OH:17])[O:7]1. The yield is 0.560. (3) The reactants are [CH3:1][C:2]1[CH:7]=[CH:6][C:5]([S:8]([O:11][CH2:12][C:13]2[CH:18]=[CH:17][CH:16]=[C:15]([CH:19]=O)[N:14]=2)(=[O:10])=[O:9])=[CH:4][CH:3]=1.C1(P(C2C=CC=CC=2)(C2C=CC=CC=2)=[CH:28][C:29](=[O:31])[CH3:30])C=CC=CC=1. The catalyst is C1(C)C=CC=CC=1. The product is [CH3:1][C:2]1[CH:3]=[CH:4][C:5]([S:8]([O:11][CH2:12][C:13]2[CH:18]=[CH:17][CH:16]=[C:15](/[CH:19]=[CH:28]/[C:29](=[O:31])[CH3:30])[N:14]=2)(=[O:9])=[O:10])=[CH:6][CH:7]=1. The yield is 0.710. (4) The reactants are [N:1]([C:4]1[CH:19]=[C:18]([F:20])[C:17]([F:21])=[CH:16][C:5]=1[C:6]([NH:8][C:9]1[CH:14]=[CH:13][C:12]([Cl:15])=[CH:11][CH:10]=1)=O)=[N+]=[N-].S(Cl)([Cl:24])=O. No catalyst specified. The product is [Cl:24][C:6]1[N:8]([C:9]2[CH:14]=[CH:13][C:12]([Cl:15])=[CH:11][CH:10]=2)[N:1]=[C:4]2[C:5]=1[CH:16]=[C:17]([F:21])[C:18]([F:20])=[CH:19]2. The yield is 0.940. (5) The reactants are [CH3:1][O:2][C:3]1[CH:4]=[C:5]([CH:7]=[CH:8][C:9]=1[CH3:10])[NH2:6].[Br-:11].[Br-].[Br-].C([N+](CCCC)(CCCC)CCCC)CCC.C([N+](CCCC)(CCCC)CCCC)CCC.C([N+](CCCC)(CCCC)CCCC)CCC.C([O-])(O)=O.[Na+]. The catalyst is ClCCl. The product is [Br:11][C:7]1[CH:8]=[C:9]([CH3:10])[C:3]([O:2][CH3:1])=[CH:4][C:5]=1[NH2:6]. The yield is 0.850. (6) The catalyst is C1CCCCC1. The product is [CH3:35][C:34]1([CH3:36])[C:30]([CH3:29])([CH3:56])[O:31][B:32]([C:37]2[CH:46]=[CH:45][C:44]3[C:39](=[CH:40][C:41]([B:20]4[O:21][C:22]([CH3:27])([CH3:28])[C:23]([CH3:25])([CH3:26])[O:24]4)=[CH:42][CH:43]=3)[CH:38]=2)[O:33]1. The yield is 0.950. The reactants are C1C2C(=CC=CC=2)C=CC=1.[B:20]1([B:20]2[O:24][C:23]([CH3:26])([CH3:25])[C:22]([CH3:28])([CH3:27])[O:21]2)[O:24][C:23]([CH3:26])([CH3:25])[C:22]([CH3:28])([CH3:27])[O:21]1.[CH3:29][C:30]1([CH3:56])[C:34]([CH3:36])([CH3:35])[O:33][B:32]([C:37]2[CH:46]=[CH:45][C:44]3[C:39](=[CH:40][CH:41]=[C:42](B4OC(C)(C)C(C)(C)O4)[CH:43]=3)[CH:38]=2)[O:31]1. (7) The reactants are [Cl:1][C:2]1[C:3]([F:47])=[C:4]([CH:44]=[CH:45][CH:46]=1)[C:5]([N:7]([CH2:30][CH2:31][CH2:32][NH:33]C(=O)OCC1C=CC=CC=1)[C@@H:8]([C:12]1[N:13]([NH:23][C:24]2[CH:29]=[CH:28][CH:27]=[CH:26][CH:25]=2)[C:14](=[O:22])[C:15]2[N:21]=[CH:20][CH:19]=[CH:18][C:16]=2[N:17]=1)[CH2:9][C:10]#[CH:11])=[O:6].I[Si](C)(C)C.C([O-])(O)=O.[Na+].ClCCl. The catalyst is C(#N)C. The product is [NH2:33][CH2:32][CH2:31][CH2:30][N:7]([C@@H:8]([C:12]1[N:13]([NH:23][C:24]2[CH:25]=[CH:26][CH:27]=[CH:28][CH:29]=2)[C:14](=[O:22])[C:15]2[N:21]=[CH:20][CH:19]=[CH:18][C:16]=2[N:17]=1)[CH2:9][C:10]#[CH:11])[C:5](=[O:6])[C:4]1[CH:44]=[CH:45][CH:46]=[C:2]([Cl:1])[C:3]=1[F:47]. The yield is 0.440.